Predict the product of the given reaction. From a dataset of Forward reaction prediction with 1.9M reactions from USPTO patents (1976-2016). (1) Given the reactants [H-].[Na+].[CH3:3][O:4][C:5]1[CH:6]=[C:7]2[C:11](=[CH:12][CH:13]=1)[NH:10][CH:9]=[C:8]2[C:14]1[CH2:15][CH2:16][N:17]([C:20]([O:22][C:23]([CH3:26])([CH3:25])[CH3:24])=[O:21])[CH2:18][CH:19]=1.I[CH3:28], predict the reaction product. The product is: [CH3:3][O:4][C:5]1[CH:6]=[C:7]2[C:11](=[CH:12][CH:13]=1)[N:10]([CH3:28])[CH:9]=[C:8]2[C:14]1[CH2:15][CH2:16][N:17]([C:20]([O:22][C:23]([CH3:26])([CH3:25])[CH3:24])=[O:21])[CH2:18][CH:19]=1. (2) Given the reactants [Cl:1][C:2]1[N:10]=[CH:9][CH:8]=[C:7]([C:11]2[CH:16]=[CH:15][CH:14]=[CH:13][CH:12]=2)[C:3]=1[C:4](O)=[O:5].S(Cl)(Cl)=O, predict the reaction product. The product is: [Cl:1][C:2]1[C:3]([CH2:4][OH:5])=[C:7]([C:11]2[CH:12]=[CH:13][CH:14]=[CH:15][CH:16]=2)[CH:8]=[CH:9][N:10]=1. (3) Given the reactants Cl[C:2]1[C:7]([N+:8]([O-:10])=[O:9])=[CH:6][N:5]=[C:4]2[CH2:11][CH2:12][CH2:13][C:3]=12.[CH3:14][C:15]1([NH:21][C:22](=[O:28])[O:23][C:24]([CH3:27])([CH3:26])[CH3:25])[CH2:20][CH2:19][CH2:18][NH:17][CH2:16]1.C(N(CC)CC)C, predict the reaction product. The product is: [CH3:14][C:15]1([NH:21][C:22](=[O:28])[O:23][C:24]([CH3:27])([CH3:26])[CH3:25])[CH2:20][CH2:19][CH2:18][N:17]([C:2]2[C:7]([N+:8]([O-:10])=[O:9])=[CH:6][N:5]=[C:4]3[CH2:11][CH2:12][CH2:13][C:3]=23)[CH2:16]1.